Regression. Given two drug SMILES strings and cell line genomic features, predict the synergy score measuring deviation from expected non-interaction effect. From a dataset of NCI-60 drug combinations with 297,098 pairs across 59 cell lines. Drug 1: CC1=C(C=C(C=C1)C(=O)NC2=CC(=CC(=C2)C(F)(F)F)N3C=C(N=C3)C)NC4=NC=CC(=N4)C5=CN=CC=C5. Drug 2: C1CC(=O)NC(=O)C1N2C(=O)C3=CC=CC=C3C2=O. Cell line: NCI-H226. Synergy scores: CSS=-9.51, Synergy_ZIP=5.02, Synergy_Bliss=0.854, Synergy_Loewe=-6.89, Synergy_HSA=-7.35.